This data is from TCR-epitope binding with 47,182 pairs between 192 epitopes and 23,139 TCRs. The task is: Binary Classification. Given a T-cell receptor sequence (or CDR3 region) and an epitope sequence, predict whether binding occurs between them. (1) The epitope is KLSYGIATV. The TCR CDR3 sequence is CASSQEVLANTGELFF. Result: 1 (the TCR binds to the epitope). (2) The epitope is AYILFTRFFYV. Result: 0 (the TCR does not bind to the epitope). The TCR CDR3 sequence is CASSLELIGITDTQYF. (3) The epitope is KAYNVTQAF. The TCR CDR3 sequence is CASSESISSYNEQFF. Result: 1 (the TCR binds to the epitope). (4) The epitope is TLVPQEHYV. The TCR CDR3 sequence is CASSLGRGLYEQYF. Result: 1 (the TCR binds to the epitope). (5) The epitope is YIFFASFYY. The TCR CDR3 sequence is CASSWGAGGTYEQYF. Result: 1 (the TCR binds to the epitope).